This data is from Full USPTO retrosynthesis dataset with 1.9M reactions from patents (1976-2016). The task is: Predict the reactants needed to synthesize the given product. (1) The reactants are: [CH3:1][N:2]1[CH:6]([C:7]([O:9][C:10]([CH3:13])([CH3:12])[CH3:11])=[O:8])[CH2:5][NH:4][C:3]1=[O:14].Cl[C:16]1[CH:21]=[C:20]([C:22]([F:25])([F:24])[F:23])[N:19]=[CH:18][N:17]=1.C(=O)([O-])[O-].[Cs+].[Cs+].CC1(C)C2C(=C(P(C3C=CC=CC=3)C3C=CC=CC=3)C=CC=2)OC2C(P(C3C=CC=CC=3)C3C=CC=CC=3)=CC=CC1=2. Given the product [CH3:1][N:2]1[CH:6]([C:7]([O:9][C:10]([CH3:11])([CH3:13])[CH3:12])=[O:8])[CH2:5][N:4]([C:16]2[CH:21]=[C:20]([C:22]([F:25])([F:24])[F:23])[N:19]=[CH:18][N:17]=2)[C:3]1=[O:14], predict the reactants needed to synthesize it. (2) Given the product [Br:1][C:2]1[N:7]=[C:6]([N:8]2[CH2:14][C:13](=[O:15])[CH2:12][N:11]([C:16]([O:18][C:19]([CH3:22])([CH3:21])[CH3:20])=[O:17])[CH2:10][CH2:9]2)[CH:5]=[CH:4][CH:3]=1, predict the reactants needed to synthesize it. The reactants are: [Br:1][C:2]1[N:7]=[C:6]([N:8]2[CH2:14][CH:13]([OH:15])[CH2:12][N:11]([C:16]([O:18][C:19]([CH3:22])([CH3:21])[CH3:20])=[O:17])[CH2:10][CH2:9]2)[CH:5]=[CH:4][CH:3]=1.CC(OI1(OC(C)=O)(OC(C)=O)OC(=O)C2C1=CC=CC=2)=O. (3) The reactants are: [Br:1][C:2]1[N:7]=[CH:6][C:5]([NH2:8])=[C:4]([NH:9][CH3:10])[CH:3]=1.[CH:11](OCC)(OCC)OCC. Given the product [Br:1][C:2]1[N:7]=[CH:6][C:5]2[N:8]=[CH:10][N:9]([CH3:11])[C:4]=2[CH:3]=1, predict the reactants needed to synthesize it. (4) The reactants are: IC1C=CC(C(NCCNC)=O)=CC=1.[CH3:15][N:16](C)[CH2:17][CH2:18][NH:19][C:20](=[O:43])[C:21]1[CH:26]=[CH:25][C:24]([NH:27][C:28]2[N:33]=[C:32]([C:34]3[N:35]([CH:40]([CH3:42])[CH3:41])[C:36]([CH3:39])=[N:37][CH:38]=3)[CH:31]=[CH:30][N:29]=2)=[CH:23][CH:22]=1. Given the product [CH3:15][NH:16][CH2:17][CH2:18][NH:19][C:20](=[O:43])[C:21]1[CH:26]=[CH:25][C:24]([NH:27][C:28]2[N:33]=[C:32]([C:34]3[N:35]([CH:40]([CH3:41])[CH3:42])[C:36]([CH3:39])=[N:37][CH:38]=3)[CH:31]=[CH:30][N:29]=2)=[CH:23][CH:22]=1, predict the reactants needed to synthesize it. (5) Given the product [Si:16]([O:15][C@@H:11]1[C@@H:12]([CH3:14])[CH2:13][N:8]([C:7]2[CH:6]=[CH:5][N:4]=[CH:3][C:2]=2[NH:1][C:42]([C:39]2[N:38]=[C:37]3[O:45][C:34]([CH:31]4[CH2:32][CH2:33]4)=[CH:35][C:36]3=[CH:41][CH:40]=2)=[O:43])[CH2:9][C@H:10]1[NH:23][C:24](=[O:30])[O:25][C:26]([CH3:29])([CH3:28])[CH3:27])([C:19]([CH3:22])([CH3:21])[CH3:20])([CH3:18])[CH3:17], predict the reactants needed to synthesize it. The reactants are: [NH2:1][C:2]1[CH:3]=[N:4][CH:5]=[CH:6][C:7]=1[N:8]1[CH2:13][C@H:12]([CH3:14])[C@@H:11]([O:15][Si:16]([C:19]([CH3:22])([CH3:21])[CH3:20])([CH3:18])[CH3:17])[C@H:10]([NH:23][C:24](=[O:30])[O:25][C:26]([CH3:29])([CH3:28])[CH3:27])[CH2:9]1.[CH:31]1([C:34]2[O:45][C:37]3=[N:38][C:39]([C:42](O)=[O:43])=[CH:40][CH:41]=[C:36]3[CH:35]=2)[CH2:33][CH2:32]1.CCN(C(C)C)C(C)C.CN(C(ON1N=NC2C=CC=NC1=2)=[N+](C)C)C.F[P-](F)(F)(F)(F)F.